This data is from Reaction yield outcomes from USPTO patents with 853,638 reactions. The task is: Predict the reaction yield, written as a fraction of the theoretical maximum amount of product (1.0 means a 100% yield; for example, 0.34 means a 34% yield). (1) The reactants are [Br:1][C:2]1[CH:7]=[CH:6][CH:5]=[CH:4][C:3]=1[N:8]1[C:13](=[O:14])[NH:12][CH2:11][C:10]([C:15]2[CH:20]=[CH:19][CH:18]=[CH:17][C:16]=2[O:21][CH3:22])=[N:9]1.Br[C:24]1[CH:29]=[CH:28][CH:27]=[CH:26][N:25]=1.C(=O)([O-])[O-].[K+].[K+]. The catalyst is CN(C)C=O.[Cu](I)I. The product is [Br:1][C:2]1[CH:7]=[CH:6][CH:5]=[CH:4][C:3]=1[N:8]1[C:13](=[O:14])[N:12]([C:24]2[CH:29]=[CH:28][CH:27]=[CH:26][N:25]=2)[CH2:11][C:10]([C:15]2[CH:20]=[CH:19][CH:18]=[CH:17][C:16]=2[O:21][CH3:22])=[N:9]1. The yield is 0.540. (2) The reactants are [Si:1]([O:18][CH2:19][CH2:20][NH:21][CH2:22][CH3:23])([C:14]([CH3:17])([CH3:16])[CH3:15])([C:8]1[CH:13]=[CH:12][CH:11]=[CH:10][CH:9]=1)[C:2]1[CH:7]=[CH:6][CH:5]=[CH:4][CH:3]=1.P(ON1C(=O)C2C=CC=CC=2N=N1)(OCC)(OCC)=O.CCN(C(C)C)C(C)C.[C:53]1([S:59][CH2:60][C@H:61]([NH:66][C:67]2[CH:72]=[CH:71][C:70]([S:73](=[O:76])(=[O:75])[NH2:74])=[CH:69][C:68]=2[S:77]([C:80]([F:83])([F:82])[F:81])(=[O:79])=[O:78])[CH2:62][C:63]([OH:65])=O)[CH:58]=[CH:57][CH:56]=[CH:55][CH:54]=1. The catalyst is C1COCC1. The product is [Si:1]([O:18][CH2:19][CH2:20][N:21]([CH2:22][CH3:23])[C:63](=[O:65])[CH2:62][C@@H:61]([NH:66][C:67]1[CH:72]=[CH:71][C:70]([S:73](=[O:75])(=[O:76])[NH2:74])=[CH:69][C:68]=1[S:77]([C:80]([F:81])([F:82])[F:83])(=[O:79])=[O:78])[CH2:60][S:59][C:53]1[CH:54]=[CH:55][CH:56]=[CH:57][CH:58]=1)([C:14]([CH3:16])([CH3:17])[CH3:15])([C:8]1[CH:9]=[CH:10][CH:11]=[CH:12][CH:13]=1)[C:2]1[CH:3]=[CH:4][CH:5]=[CH:6][CH:7]=1. The yield is 0.910. (3) The reactants are [O:1]1[CH2:6][CH2:5][N:4]([C:7]2[N:12]=[C:11]([N:13]3[CH2:18][CH2:17][O:16][CH2:15][CH2:14]3)[N:10]=[C:9]([C:19]3[CH:24]=[CH:23][C:22]([NH:25][C:26](=[O:37])[NH:27][C:28]4[CH:36]=[CH:35][C:31]([C:32](O)=[O:33])=[CH:30][CH:29]=4)=[CH:21][CH:20]=3)[N:8]=2)[CH2:3][CH2:2]1.CCN(C(C)C)C(C)C.CN(C(ON1N=NC2C=CC=CC1=2)=[N+](C)C)C.F[P-](F)(F)(F)(F)F.[N:71]1([CH:77]2[CH2:82][CH2:81][NH:80][CH2:79][CH2:78]2)[CH2:76][CH2:75][CH2:74][CH2:73][CH2:72]1. The catalyst is CN1C(=O)CCC1. The product is [N:71]1([CH:77]2[CH2:82][CH2:81][N:80]([C:32]([C:31]3[CH:30]=[CH:29][C:28]([NH:27][C:26]([NH:25][C:22]4[CH:21]=[CH:20][C:19]([C:9]5[N:10]=[C:11]([N:13]6[CH2:14][CH2:15][O:16][CH2:17][CH2:18]6)[N:12]=[C:7]([N:4]6[CH2:3][CH2:2][O:1][CH2:6][CH2:5]6)[N:8]=5)=[CH:24][CH:23]=4)=[O:37])=[CH:36][CH:35]=3)=[O:33])[CH2:79][CH2:78]2)[CH2:76][CH2:75][CH2:74][CH2:73][CH2:72]1. The yield is 0.600. (4) The reactants are [Cl:1][C:2]1[CH:10]=[C:6]([C:7]([OH:9])=O)[C:5]([OH:11])=[CH:4][CH:3]=1.[NH2:12][C:13]1[CH:18]=[CH:17][N:16]=[C:15]([Cl:19])[CH:14]=1. No catalyst specified. The product is [Cl:1][C:2]1[CH:3]=[CH:4][C:5]([OH:11])=[C:6]([CH:10]=1)[C:7]([NH:12][C:13]1[CH:18]=[CH:17][N:16]=[C:15]([Cl:19])[CH:14]=1)=[O:9]. The yield is 0.122.